Dataset: Full USPTO retrosynthesis dataset with 1.9M reactions from patents (1976-2016). Task: Predict the reactants needed to synthesize the given product. Given the product [ClH:1].[CH2:2]([O:9][C:10](=[O:30])[C@H:11]([NH2:22])[CH2:12][C:13]1[CH:18]=[CH:17][C:16]([OH:19])=[C:15]([O:20][CH3:21])[CH:14]=1)[C:3]1[CH:8]=[CH:7][CH:6]=[CH:5][CH:4]=1, predict the reactants needed to synthesize it. The reactants are: [ClH:1].[CH2:2]([O:9][C:10](=[O:30])[C@H:11]([NH:22]C(OC(C)(C)C)=O)[CH2:12][C:13]1[CH:18]=[CH:17][C:16]([OH:19])=[C:15]([O:20][CH3:21])[CH:14]=1)[C:3]1[CH:8]=[CH:7][CH:6]=[CH:5][CH:4]=1.